From a dataset of Forward reaction prediction with 1.9M reactions from USPTO patents (1976-2016). Predict the product of the given reaction. Given the reactants C([NH:8][C@@H:9]1[CH2:14][CH2:13][N:12]([C:15]([O:17][CH3:18])=[O:16])[CH2:11][C@@H:10]1[CH3:19])C1C=CC=CC=1, predict the reaction product. The product is: [NH2:8][C@@H:9]1[CH2:14][CH2:13][N:12]([C:15]([O:17][CH3:18])=[O:16])[CH2:11][C@@H:10]1[CH3:19].